This data is from Peptide-MHC class I binding affinity with 185,985 pairs from IEDB/IMGT. The task is: Regression. Given a peptide amino acid sequence and an MHC pseudo amino acid sequence, predict their binding affinity value. This is MHC class I binding data. The MHC is HLA-A01:01 with pseudo-sequence HLA-A01:01. The peptide sequence is ASPILRFLY. The binding affinity (normalized) is 0.464.